Predict the product of the given reaction. From a dataset of Forward reaction prediction with 1.9M reactions from USPTO patents (1976-2016). (1) The product is: [CH3:22][C:17]1[CH:18]=[CH:19][CH:20]=[CH:21][C:16]=1[N:5]1[CH2:6][CH2:7][N:8]([C:9]([O:10][C:11]([CH3:14])([CH3:13])[CH3:12])=[O:15])[CH2:2][C:3]1=[O:4]. Given the reactants Br[CH2:2][C:3]([N:5]([C:16]1[CH:21]=[CH:20][CH:19]=[CH:18][C:17]=1[CH3:22])[CH2:6][CH2:7][NH:8][C:9](=[O:15])[O:10][C:11]([CH3:14])([CH3:13])[CH3:12])=[O:4].C(=O)([O-])[O-].[K+].[K+], predict the reaction product. (2) Given the reactants [Cl-].[Al+3].[Cl-].[Cl-].[Cl:5][C:6]1[CH:14]=[C:13]([Cl:15])[CH:12]=[CH:11][C:7]=1[C:8](Cl)=[O:9].[CH3:16][O:17][C:18]([C:20]1[CH:28]=[C:27]2[C:23]([C:24]([CH3:29])=[CH:25][NH:26]2)=[CH:22][CH:21]=1)=[O:19].O, predict the reaction product. The product is: [Cl:5][C:6]1[CH:14]=[C:13]([Cl:15])[CH:12]=[CH:11][C:7]=1[C:8]([C:25]1[NH:26][C:27]2[C:23]([C:24]=1[CH3:29])=[CH:22][CH:21]=[C:20]([C:18]([O:17][CH3:16])=[O:19])[CH:28]=2)=[O:9].